This data is from Forward reaction prediction with 1.9M reactions from USPTO patents (1976-2016). The task is: Predict the product of the given reaction. The product is: [I:12][C:3]1[CH:4]=[N:5][C:6]2[C:11]([C:2]=1[S:19][CH:18]1[CH2:17][CH2:16][O:15][CH:14]1[CH3:13])=[CH:10][CH:9]=[CH:8][CH:7]=2. Given the reactants Cl[C:2]1[C:11]2[C:6](=[CH:7][CH:8]=[CH:9][CH:10]=2)[N:5]=[CH:4][C:3]=1[I:12].[CH3:13][CH:14]1[CH:18]([SH:19])[CH2:17][CH2:16][O:15]1.C(=O)([O-])[O-].[Cs+].[Cs+], predict the reaction product.